Predict the reaction yield, written as a fraction of the theoretical maximum amount of product (1.0 means a 100% yield; for example, 0.34 means a 34% yield). From a dataset of Reaction yield outcomes from USPTO patents with 853,638 reactions. (1) The reactants are [CH3:1][C:2]1[C:6]2[C:7](=[O:19])[N:8]([CH2:11][CH2:12][N:13]3[CH2:18][CH2:17][O:16][CH2:15][CH2:14]3)[CH2:9][CH2:10][C:5]=2[NH:4][C:3]=1[CH:20]=O.[F:22][C:23]1[CH:24]=[C:25]2[C:29](=[CH:30][CH:31]=1)[NH:28][C:27](=[O:32])[CH2:26]2.N1CCCCC1. The catalyst is C(O)C. The product is [F:22][C:23]1[CH:24]=[C:25]2[C:29](=[CH:30][CH:31]=1)[NH:28][C:27](=[O:32])[C:26]2=[CH:20][C:3]1[NH:4][C:5]2[CH2:10][CH2:9][N:8]([CH2:11][CH2:12][N:13]3[CH2:14][CH2:15][O:16][CH2:17][CH2:18]3)[C:7](=[O:19])[C:6]=2[C:2]=1[CH3:1]. The yield is 0.380. (2) The reactants are [CH2:1]([O:8][CH2:9][C@H:10]1[C@@H:14]([O:15][Si:16]([C:19]([CH3:22])([CH3:21])[CH3:20])([CH3:18])[CH3:17])[CH2:13][C@@H:12]([OH:23])[CH2:11]1)[C:2]1[CH:7]=[CH:6][CH:5]=[CH:4][CH:3]=1.N1C=CC=CC=1.[CH3:30][S:31](Cl)(=[O:33])=[O:32]. The catalyst is C(Cl)Cl.CN(C1C=CN=CC=1)C. The product is [CH3:30][S:31]([O:23][C@@H:12]1[CH2:13][C@H:14]([O:15][Si:16]([C:19]([CH3:20])([CH3:22])[CH3:21])([CH3:18])[CH3:17])[C@H:10]([CH2:9][O:8][CH2:1][C:2]2[CH:7]=[CH:6][CH:5]=[CH:4][CH:3]=2)[CH2:11]1)(=[O:33])=[O:32]. The yield is 0.550. (3) The reactants are [F:1][C:2]([F:7])([F:6])[C:3]([OH:5])=[O:4].[F:8][C:9]([F:14])([F:13])[C:10]([OH:12])=[O:11].[F:15][C:16]([F:21])([F:20])[C:17]([OH:19])=[O:18].[Cl:22][C:23]1[CH:24]=[N:25][C:26]2[NH:27][C:28]3[CH:29]=[N:30][CH:31]=[C:32]([CH:53]=3)[CH2:33][CH2:34][C:35]3[CH:43]=[C:39]([NH:40][C:41]=1[N:42]=2)[CH:38]=[CH:37][C:36]=3[O:44][CH2:45][CH2:46][CH:47]1[CH2:52][CH2:51][NH:50][CH2:49][CH2:48]1.[N:54]1[CH:59]=[CH:58][N:57]=[CH:56][C:55]=1[C:60](Cl)=[O:61]. No catalyst specified. The product is [F:1][C:2]([F:7])([F:6])[C:3]([OH:5])=[O:4].[F:8][C:9]([F:14])([F:13])[C:10]([OH:12])=[O:11].[F:15][C:16]([F:21])([F:20])[C:17]([OH:19])=[O:18].[Cl:22][C:23]1[CH:24]=[N:25][C:26]2[NH:27][C:28]3[CH:29]=[N:30][CH:31]=[C:32]([CH:53]=3)[CH2:33][CH2:34][C:35]3[CH:43]=[C:39]([NH:40][C:41]=1[N:42]=2)[CH:38]=[CH:37][C:36]=3[O:44][CH2:45][CH2:46][CH:47]1[CH2:48][CH2:49][N:50]([C:60]([C:55]2[CH:56]=[N:57][CH:58]=[CH:59][N:54]=2)=[O:61])[CH2:51][CH2:52]1. The yield is 0.500. (4) The reactants are [F:1][C:2]1[CH:7]=[C:6]([F:8])[CH:5]=[CH:4][C:3]=1[CH2:9][C:10]([OH:12])=O.C(Cl)(=O)C(Cl)=O.[NH2:19][C:20](=[N:26]O)[C:21]([O:23][CH2:24][CH3:25])=[O:22].C(N(CC)C(C)C)(C)C. The catalyst is ClCCl.N1C=CC=CC=1.CN(C=O)C. The product is [F:1][C:2]1[CH:7]=[C:6]([F:8])[CH:5]=[CH:4][C:3]=1[CH2:9][C:10]1[O:12][N:26]=[C:20]([C:21]([O:23][CH2:24][CH3:25])=[O:22])[N:19]=1. The yield is 0.370. (5) The reactants are [C:1]1([CH:7]([C:13]2[CH:18]=[CH:17][CH:16]=[CH:15][CH:14]=2)[N:8]2[CH2:11][CH:10]([OH:12])[CH2:9]2)[CH:6]=[CH:5][CH:4]=[CH:3][CH:2]=1.[H-].[Na+].F[C:22]1[CH:27]=[CH:26][C:25]([N+:28]([O-:30])=[O:29])=[CH:24][CH:23]=1.O. The catalyst is C1COCC1. The product is [C:13]1([CH:7]([C:1]2[CH:2]=[CH:3][CH:4]=[CH:5][CH:6]=2)[N:8]2[CH2:11][CH:10]([O:12][C:22]3[CH:27]=[CH:26][C:25]([N+:28]([O-:30])=[O:29])=[CH:24][CH:23]=3)[CH2:9]2)[CH:14]=[CH:15][CH:16]=[CH:17][CH:18]=1. The yield is 0.400. (6) The reactants are [CH3:1][O:2][C:3]1[CH:8]=[CH:7][C:6]([C:9]2[C:17]([C:18](=[O:20])[CH3:19])=[C:16]3[N:11]([N:12]=[CH:13][CH:14]=[CH:15]3)[N:10]=2)=[CH:5][CH:4]=1.C(O[CH:26](OC(C)(C)C)[N:27]([CH3:29])[CH3:28])(C)(C)C. The catalyst is CN(C)C=O. The product is [CH3:26][N:27]([CH3:29])/[CH:28]=[CH:19]/[C:18]([C:17]1[C:9]([C:6]2[CH:7]=[CH:8][C:3]([O:2][CH3:1])=[CH:4][CH:5]=2)=[N:10][N:11]2[C:16]=1[CH:15]=[CH:14][CH:13]=[N:12]2)=[O:20]. The yield is 0.650. (7) The reactants are [F:1][C@H:2]1[CH2:6][CH2:5][N:4]([C:7]2[CH:8]=[CH:9][C:10]3[N:11]([C:13](C(O)=O)=[CH:14][N:15]=3)[N:12]=2)[CH2:3]1.C1(P([NH-:33])(C2C=CC=CC=2)=O)C=CC=CC=1.C(N(CC)CC)C.[OH-].[Na+]. The catalyst is CN(C=O)C.O. The product is [F:1][C@H:2]1[CH2:6][CH2:5][N:4]([C:7]2[CH:8]=[CH:9][C:10]3[N:11]([C:13]([NH2:33])=[CH:14][N:15]=3)[N:12]=2)[CH2:3]1. The yield is 0.660. (8) The reactants are [N+:1]([C:3]1[CH:4]=[C:5]2[C:9](=[CH:10][CH:11]=1)[C:8](=O)[CH2:7][CH2:6]2)#[C-:2].[Si:13]([O:20][NH2:21])([C:16]([CH3:19])([CH3:18])[CH3:17])([CH3:15])[CH3:14].S(O)(C1C=CC(C)=CC=1)(=O)=O.O. The catalyst is C(Cl)(Cl)Cl. The product is [Si:13]([O:20][N:21]=[C:8]1[C:9]2[C:5](=[CH:4][C:3]([N+:1]#[C-:2])=[CH:11][CH:10]=2)[CH2:6][CH2:7]1)([C:16]([CH3:19])([CH3:18])[CH3:17])([CH3:15])[CH3:14]. The yield is 0.750. (9) The reactants are [CH2:1]([CH:3]([C:6]1[C:11]2[N:12]([CH2:16][C:17]3[CH:22]=[CH:21][C:20]([O:23][CH3:24])=[CH:19][CH:18]=3)[C:13](=[O:15])[NH:14][C:10]=2[CH:9]=[CH:8][CH:7]=1)[CH2:4][CH3:5])[CH3:2].N(C(C)(C)C#N)=NC(C)(C)C#N.[Cl:37]N1C(=O)CCC1=O.C(=O)([O-])O.[Na+]. The catalyst is ClC1C=CC=CC=1. The product is [Cl:37][C:9]1[C:10]2[NH:14][C:13](=[O:15])[N:12]([CH2:16][C:17]3[CH:18]=[CH:19][C:20]([O:23][CH3:24])=[CH:21][CH:22]=3)[C:11]=2[C:6]([CH:3]([CH2:4][CH3:5])[CH2:1][CH3:2])=[CH:7][CH:8]=1. The yield is 0.530. (10) The yield is 0.760. The reactants are C(OC(=O)[NH:7][C:8]1[CH:13]=[CH:12][C:11]([S:14][C:15]2[CH:20]=[CH:19][C:18]([C:21](=[O:29])[NH:22][C:23]3[S:24][C:25]([Br:28])=[CH:26][N:27]=3)=[CH:17][C:16]=2[NH:30][C:31]2[C:32]3[CH:40]=[CH:39][C:38]([CH:41]([CH3:43])[CH3:42])=[N:37][C:33]=3[N:34]=[CH:35][N:36]=2)=[CH:10][CH:9]=1)(C)(C)C.FC(F)(F)C(O)=O. No catalyst specified. The product is [NH2:7][C:8]1[CH:13]=[CH:12][C:11]([S:14][C:15]2[CH:20]=[CH:19][C:18]([C:21]([NH:22][C:23]3[S:24][C:25]([Br:28])=[CH:26][N:27]=3)=[O:29])=[CH:17][C:16]=2[NH:30][C:31]2[C:32]3[CH:40]=[CH:39][C:38]([CH:41]([CH3:43])[CH3:42])=[N:37][C:33]=3[N:34]=[CH:35][N:36]=2)=[CH:10][CH:9]=1.